This data is from Reaction yield outcomes from USPTO patents with 853,638 reactions. The task is: Predict the reaction yield, written as a fraction of the theoretical maximum amount of product (1.0 means a 100% yield; for example, 0.34 means a 34% yield). (1) The reactants are CS([CH2:5][CH2:6][CH2:7][CH2:8][C:9]([O:11][CH2:12][C:13]1[CH:18]=[CH:17][CH:16]=[CH:15][CH:14]=1)=[O:10])(=O)=O.[CH3:19][NH:20][CH3:21]. The catalyst is C(O)C. The product is [CH3:19][N:20]([CH3:21])[CH2:5][CH2:6][CH2:7][CH2:8][C:9]([O:11][CH2:12][C:13]1[CH:18]=[CH:17][CH:16]=[CH:15][CH:14]=1)=[O:10]. The yield is 0.690. (2) The reactants are [NH2:1][C:2]1[N:7]=[C:6]([C:8]([O:10][CH2:11][CH3:12])=[O:9])[CH:5]=[CH:4][CH:3]=1.[C:13](O[C:13]([O:15][C:16]([CH3:19])([CH3:18])[CH3:17])=[O:14])([O:15][C:16]([CH3:19])([CH3:18])[CH3:17])=[O:14]. The catalyst is CC(O)(C)C.CC(C)=O.CN(C)C1C=CN=CC=1. The product is [C:16]([O:15][C:13]([NH:1][C:2]1[N:7]=[C:6]([C:8]([O:10][CH2:11][CH3:12])=[O:9])[CH:5]=[CH:4][CH:3]=1)=[O:14])([CH3:19])([CH3:18])[CH3:17]. The yield is 0.910. (3) The reactants are [N+:1]([C:4]1[CH:15]=[C:8]2[C:9](OC(=O)[NH:13][C:7]2=[CH:6][CH:5]=1)=[O:10])([O-:3])=[O:2].[BH4-].[Na+]. The catalyst is C(O)C.[OH-].[Na+]. The product is [OH:10][CH2:9][C:8]1[CH:15]=[C:4]([N+:1]([O-:3])=[O:2])[CH:5]=[CH:6][C:7]=1[NH2:13]. The yield is 0.800. (4) The reactants are C([O-])([O-])=O.[Cs+].[Cs+].[CH3:7][N:8]([C@@H:16]([CH3:37])[C:17](=[O:36])[NH:18][C@H:19]1[C:25]2([CH2:30][CH2:29][O:28][CH2:27][CH2:26]2)[O:24][C:23]2[CH:31]=[CH:32][CH:33]=[CH:34][C:22]=2[NH:21][C:20]1=[O:35])[C:9](=[O:15])[O:10][C:11]([CH3:14])([CH3:13])[CH3:12].C1C(=O)N([Br:45])C(=O)C1. The catalyst is CN(C=O)C.[NH4+].[Cl-]. The product is [Br:45][C:32]1[CH:33]=[CH:34][C:22]2[NH:21][C:20](=[O:35])[C@@H:19]([NH:18][C:17](=[O:36])[C@@H:16]([N:8]([CH3:7])[C:9](=[O:15])[O:10][C:11]([CH3:14])([CH3:12])[CH3:13])[CH3:37])[C:25]3([CH2:26][CH2:27][O:28][CH2:29][CH2:30]3)[O:24][C:23]=2[CH:31]=1. The yield is 0.980. (5) The reactants are [Cl-].O[NH3+:3].[C:4](=[O:7])([O-])[OH:5].[Na+].CS(C)=O.[CH3:13][C:14]1[N:15]=[C:16]([CH2:36][CH2:37][CH3:38])[N:17]([CH2:21][C:22]2[CH:27]=[CH:26][C:25]([C:28]3[C:29]([C:34]#[N:35])=[CH:30][CH:31]=[CH:32][CH:33]=3)=[CH:24][CH:23]=2)[C:18](=[O:20])[CH:19]=1. The catalyst is O. The product is [CH3:13][C:14]1[N:15]=[C:16]([CH2:36][CH2:37][CH3:38])[N:17]([CH2:21][C:22]2[CH:27]=[CH:26][C:25]([C:28]3[CH:33]=[CH:32][CH:31]=[CH:30][C:29]=3[C:34]3[NH:3][C:4](=[O:7])[O:5][N:35]=3)=[CH:24][CH:23]=2)[C:18](=[O:20])[CH:19]=1. The yield is 0.440. (6) The reactants are CS(O[C@H:6]1[CH2:30][CH2:29][C@@:28]2([CH3:31])[C:8](=[CH:9][CH2:10][C@@H:11]3[C@@H:27]2[CH2:26][CH2:25][C@@:24]2([CH3:32])[C@H:12]3[CH2:13][CH2:14][C@@H:15]2[C@H:16]([CH3:23])[CH2:17][CH2:18][CH2:19][CH:20]([CH3:22])[CH3:21])[CH2:7]1)(=O)=O.[Si]([N:37]=[N+:38]=[N-:39])(C)(C)C.B(F)(F)F.CCOCC.C([O-])(O)=O.[Na+]. The catalyst is C(Cl)Cl. The product is [N:37]([C@H:6]1[CH2:30][CH2:29][C@@:28]2([CH3:31])[C:8](=[CH:9][CH2:10][C@@H:11]3[C@@H:27]2[CH2:26][CH2:25][C@@:24]2([CH3:32])[C@H:12]3[CH2:13][CH2:14][C@@H:15]2[C@H:16]([CH3:23])[CH2:17][CH2:18][CH2:19][CH:20]([CH3:22])[CH3:21])[CH2:7]1)=[N+:38]=[N-:39]. The yield is 0.941.